This data is from Forward reaction prediction with 1.9M reactions from USPTO patents (1976-2016). The task is: Predict the product of the given reaction. (1) Given the reactants [C:1]([O:5][C:6](=[O:41])[C:7]1[CH:12]=[CH:11][C:10]([CH2:13][CH2:14][S:15]([N:18]2[CH2:39][CH2:38][C:21]3([N:25]=[C:24]([C:26]4[CH:31]=[C:30]([C:32]([F:35])([F:34])[F:33])[CH:29]=[C:28]([OH:36])[CH:27]=4)[NH:23][C:22]3=[O:37])[CH2:20][CH2:19]2)(=[O:17])=[O:16])=[C:9]([CH3:40])[CH:8]=1)([CH3:4])([CH3:3])[CH3:2].[C:42]([O:46][C:47]([N:49]([CH3:72])[CH2:50][CH2:51][O:52][CH2:53][C:54]([F:71])([F:70])[C:55]([F:69])([F:68])[C:56]([F:67])([F:66])[CH2:57]OS(C(F)(F)F)(=O)=O)=[O:48])([CH3:45])([CH3:44])[CH3:43].C(=O)([O-])[O-].[K+].[K+], predict the reaction product. The product is: [C:1]([O:5][C:6](=[O:41])[C:7]1[CH:12]=[CH:11][C:10]([CH2:13][CH2:14][S:15]([N:18]2[CH2:19][CH2:20][C:21]3([N:25]=[C:24]([C:26]4[CH:31]=[C:30]([C:32]([F:34])([F:33])[F:35])[CH:29]=[C:28]([O:36][CH2:57][C:56]([F:66])([F:67])[C:55]([F:68])([F:69])[C:54]([F:70])([F:71])[CH2:53][O:52][CH2:51][CH2:50][N:49]([C:47]([O:46][C:42]([CH3:43])([CH3:44])[CH3:45])=[O:48])[CH3:72])[CH:27]=4)[NH:23][C:22]3=[O:37])[CH2:38][CH2:39]2)(=[O:16])=[O:17])=[C:9]([CH3:40])[CH:8]=1)([CH3:4])([CH3:3])[CH3:2]. (2) The product is: [Cl:34][C@@H:10]1[C@H:9]([OH:8])[C@@:13]([C@H:14]([F:16])[CH3:15])([CH2:17][OH:18])[O:12][C@H:11]1[N:26]1[CH:31]=[CH:30][C:29](=[O:32])[NH:28][C:27]1=[O:33]. Given the reactants C([O:8][C@@H:9]1[C@:13]([CH2:17][O:18]CC2C=CC=CC=2)([C@H:14]([F:16])[CH3:15])[O:12][C@@H:11]([N:26]2[CH:31]=[CH:30][C:29](=[O:32])[NH:28][C:27]2=[O:33])[C@@H:10]1[Cl:34])C1C=CC=CC=1, predict the reaction product. (3) Given the reactants Cl[CH2:2][C:3]1[CH:31]=[CH:30][C:6]([C:7]([NH:9][C:10]2[CH:15]=[CH:14][C:13]([CH3:16])=[C:12]([NH:17][C:18]3[N:23]=[C:22]([C:24]4[CH:25]=[N:26][CH:27]=[CH:28][CH:29]=4)[CH:21]=[CH:20][N:19]=3)[CH:11]=2)=[O:8])=[CH:5][CH:4]=1.Cl.Cl.[N:34]1([CH2:40][CH2:41][CH2:42][CH2:43][N:44]2[C:52](=[O:53])[C:51]3[C:46](=[CH:47][CH:48]=[CH:49][CH:50]=3)[C:45]2=[O:54])[CH2:39][CH2:38][NH:37][CH2:36][CH2:35]1.C(N(CC)CC)C, predict the reaction product. The product is: [O:54]=[C:45]1[C:46]2[C:51](=[CH:50][CH:49]=[CH:48][CH:47]=2)[C:52](=[O:53])[N:44]1[CH2:43][CH2:42][CH2:41][CH2:40][N:34]1[CH2:35][CH2:36][N:37]([CH2:2][C:3]2[CH:31]=[CH:30][C:6]([C:7]([NH:9][C:10]3[CH:15]=[CH:14][C:13]([CH3:16])=[C:12]([NH:17][C:18]4[N:23]=[C:22]([C:24]5[CH:25]=[N:26][CH:27]=[CH:28][CH:29]=5)[CH:21]=[CH:20][N:19]=4)[CH:11]=3)=[O:8])=[CH:5][CH:4]=2)[CH2:38][CH2:39]1. (4) Given the reactants [H-].[Na+].[I-].[CH3:4][S+](C)(C)=O.[Cl:9][C:10]1[CH:15]=[CH:14][C:13]([C:16]([N:23]2[C:31]3[C:26](=[C:27]([N:32]([CH2:37][O:38][CH2:39][CH2:40][Si:41]([CH3:44])([CH3:43])[CH3:42])[S:33]([CH3:36])(=[O:35])=[O:34])[CH:28]=[CH:29][CH:30]=3)[CH:25]=[N:24]2)([CH2:21][CH3:22])/[CH:17]=[CH:18]/[C:19]#[N:20])=[CH:12][CH:11]=1, predict the reaction product. The product is: [Cl:9][C:10]1[CH:11]=[CH:12][C:13]([C:16]([N:23]2[C:31]3[C:26](=[C:27]([N:32]([CH2:37][O:38][CH2:39][CH2:40][Si:41]([CH3:44])([CH3:42])[CH3:43])[S:33]([CH3:36])(=[O:34])=[O:35])[CH:28]=[CH:29][CH:30]=3)[CH:25]=[N:24]2)([CH:17]2[CH2:4][CH:18]2[C:19]#[N:20])[CH2:21][CH3:22])=[CH:14][CH:15]=1. (5) Given the reactants [CH:1]1[C:13]2[C:12]3[CH:11]=[CH:10][CH:9]=[CH:8][C:7]=3[NH:6][C:5]=2[CH:4]=[CH:3][N:2]=1.[C:14](#[N:17])[CH:15]=[CH2:16].[OH-].[CH2:19]([N+](C)(C)C)C1C=CC=CC=1, predict the reaction product. The product is: [CH3:19][N:2]1[CH2:3][CH2:4][C:5]2[N:6]([CH2:16][CH2:15][C:14]#[N:17])[C:7]3[CH:8]=[CH:9][CH:10]=[CH:11][C:12]=3[C:13]=2[CH2:1]1. (6) Given the reactants [CH3:1][O:2][C:3](=[O:15])[C:4]1[CH:9]=[C:8](Br)[CH:7]=[C:6]([N+:11]([O-:13])=[O:12])[C:5]=1[NH2:14].[N:16]1[CH:21]=[CH:20][C:19](B(O)O)=[CH:18][CH:17]=1, predict the reaction product. The product is: [CH3:1][O:2][C:3](=[O:15])[C:4]1[CH:9]=[C:8]([C:19]2[CH:20]=[CH:21][N:16]=[CH:17][CH:18]=2)[CH:7]=[C:6]([N+:11]([O-:13])=[O:12])[C:5]=1[NH2:14]. (7) The product is: [C:8]([C:10]1[CH:11]=[C:12]([CH:17]=[CH:18][C:19]=1[N:3]1[CH2:4][CH2:5][CH2:6][CH2:7][CH:2]1[CH3:1])[C:13]([OH:15])=[O:14])#[N:9]. Given the reactants [CH3:1][CH:2]1[CH2:7][CH2:6][CH2:5][CH2:4][NH:3]1.[C:8]([C:10]1[CH:11]=[C:12]([CH:17]=[CH:18][C:19]=1F)[C:13]([O:15]C)=[O:14])#[N:9].FC1C=CC(C=O)=CC=1C#N.[Li+].[OH-], predict the reaction product.